This data is from Forward reaction prediction with 1.9M reactions from USPTO patents (1976-2016). The task is: Predict the product of the given reaction. (1) Given the reactants Cl[C:2]1[C:7]([C:8]#[N:9])=[C:6]([NH:10][C:11]2[CH:16]=[CH:15][C:14]([S:17][CH3:18])=C[CH:12]=2)[N:5]=[CH:4][N:3]=1.C(=O)([O-])[O-].[K+].[K+].Cl.[NH:26]1[CH2:31][CH2:30][CH:29]([C:32](=[O:38])[CH2:33][CH2:34][CH2:35][CH2:36][CH3:37])[CH2:28][CH2:27]1.C(=O)(O)[O-].[Na+].C[N:45](C=O)C, predict the reaction product. The product is: [C:32]([CH:29]1[CH2:30][CH2:31][N:26]([C:2]2[C:7]([C:8]#[N:9])=[C:6]([NH:10][C:11]3[CH:12]=[N:45][C:14]([S:17][CH3:18])=[CH:15][CH:16]=3)[N:5]=[CH:4][N:3]=2)[CH2:27][CH2:28]1)(=[O:38])[CH2:33][CH2:34][CH2:35][CH2:36][CH3:37]. (2) Given the reactants [CH2:1]([O:3][C:4]1[CH:5]=[C:6]([CH:9]=[C:10]([N+:13]([O-:15])=[O:14])[C:11]=1[OH:12])[CH:7]=O)[CH3:2].[C:16]1([C:22](=O)[CH2:23][C:24]2[CH:29]=[CH:28][CH:27]=[CH:26][CH:25]=2)[CH:21]=[CH:20][CH:19]=[CH:18][CH:17]=1.[NH2:31][C:32]([NH2:34])=[S:33].Cl, predict the reaction product. The product is: [CH2:1]([O:3][C:4]1[CH:5]=[C:6]([CH:7]2[C:23]([C:24]3[CH:29]=[CH:28][CH:27]=[CH:26][CH:25]=3)=[C:22]([C:16]3[CH:21]=[CH:20][CH:19]=[CH:18][CH:17]=3)[NH:34][C:32](=[S:33])[NH:31]2)[CH:9]=[C:10]([N+:13]([O-:15])=[O:14])[C:11]=1[OH:12])[CH3:2].